Predict which catalyst facilitates the given reaction. From a dataset of Catalyst prediction with 721,799 reactions and 888 catalyst types from USPTO. (1) Reactant: [Cl:1][C:2]1[CH:10]=[CH:9][C:5]([C:6]([OH:8])=O)=[C:4]([CH3:11])[N:3]=1.ClC(Cl)(Cl)C#N.C1(P(C2C=CC=CC=2)C2C=CC=CC=2)C=CC=CC=1.[Si:37]([O:54][CH2:55][CH2:56]/[C:57](=[N:59]/O)/[NH2:58])([C:50]([CH3:53])([CH3:52])[CH3:51])([C:44]1[CH:49]=[CH:48][CH:47]=[CH:46][CH:45]=1)[C:38]1[CH:43]=[CH:42][CH:41]=[CH:40][CH:39]=1.C(N(C(C)C)C(C)C)C. Product: [Si:37]([O:54][CH2:55][CH2:56][C:57]1[N:59]=[C:6]([C:5]2[C:4]([CH3:11])=[N:3][C:2]([Cl:1])=[CH:10][CH:9]=2)[O:8][N:58]=1)([C:50]([CH3:53])([CH3:51])[CH3:52])([C:44]1[CH:49]=[CH:48][CH:47]=[CH:46][CH:45]=1)[C:38]1[CH:39]=[CH:40][CH:41]=[CH:42][CH:43]=1. The catalyst class is: 7. (2) Reactant: [N:1]1[C:10]2[C:9](=O)[CH2:8][CH2:7][CH2:6][C:5]=2[CH:4]=[CH:3][CH:2]=1.[CH:12]1([NH2:15])[CH2:14][CH2:13]1.C(O)(=O)C.C(O[BH-](OC(=O)C)OC(=O)C)(=O)C.[Na+]. Product: [CH:12]1([NH:15][CH:9]2[C:10]3[N:1]=[CH:2][CH:3]=[CH:4][C:5]=3[CH2:6][CH2:7][CH2:8]2)[CH2:14][CH2:13]1. The catalyst class is: 576. (3) Reactant: [Cl:1][C:2]1[CH:3]=[C:4]([C:9](=[O:15])[CH2:10][CH2:11][C:12]([OH:14])=O)[CH:5]=[CH:6][C:7]=1[Cl:8].CCN=C=NCCCN(C)C.Cl.C1C=CC2N(O)N=NC=2C=1.O[NH:39][C:40](=[NH:42])[CH3:41].C(N(CC)CC)C. Product: [Cl:1][C:2]1[CH:3]=[C:4]([C:9](=[O:15])[CH2:10][CH2:11][C:12]2[O:14][N:42]=[C:40]([CH3:41])[N:39]=2)[CH:5]=[CH:6][C:7]=1[Cl:8]. The catalyst class is: 18. (4) Reactant: [CH3:1][O:2][C:3]1[CH:8]=[CH:7][C:6]([CH2:9][CH2:10][CH2:11][C:12]([OH:14])=O)=[CH:5][C:4]=1[CH3:15]. Product: [CH3:1][O:2][C:3]1[CH:8]=[C:7]2[C:6]([CH2:9][CH2:10][CH2:11][C:12]2=[O:14])=[CH:5][C:4]=1[CH3:15]. The catalyst class is: 501. (5) Reactant: C([Si](C1C=CC=CC=1)(C1C=CC=CC=1)[O:6][CH2:7][CH2:8][CH:9]1[C:15]2[CH:16]=[CH:17][C:18]([O:20][C:21](=[O:25])[N:22]([CH3:24])[CH3:23])=[CH:19][C:14]=2[CH:13]=[CH:12][CH2:11][N:10]1[C:26]([O:28][C:29]([CH3:32])([CH3:31])[CH3:30])=[O:27])(C)(C)C. Product: [CH3:24][N:22]([CH3:23])[C:21]([O:20][C:18]1[CH:17]=[CH:16][C:15]2[CH:9]([CH2:8][CH2:7][OH:6])[N:10]([C:26]([O:28][C:29]([CH3:31])([CH3:32])[CH3:30])=[O:27])[CH2:11][CH2:12][CH2:13][C:14]=2[CH:19]=1)=[O:25]. The catalyst class is: 129. (6) Reactant: C(=O)([O-])[O-].[K+].[K+].S([O:12][CH3:13])(OC)(=O)=O.[CH2:14]([O:21][C:22]1[C:31]([CH:32]([CH3:34])[CH3:33])=[CH:30][C:25]([C:26]([O:28][CH3:29])=[O:27])=[C:24](O)[CH:23]=1)[C:15]1[CH:20]=[CH:19][CH:18]=[CH:17][CH:16]=1. Product: [CH2:14]([O:21][C:22]1[C:31]([CH:32]([CH3:34])[CH3:33])=[CH:30][C:25]([C:26]([O:28][CH3:29])=[O:27])=[C:24]([O:12][CH3:13])[CH:23]=1)[C:15]1[CH:20]=[CH:19][CH:18]=[CH:17][CH:16]=1. The catalyst class is: 10. (7) Reactant: [NH2:1][O:2][CH2:3][CH2:4][OH:5].[Br:6][C:7]1[CH:24]=[CH:23][C:10]([NH:11][C:12]2[C:13]([C:20](O)=[O:21])=[CH:14][N:15]([CH3:19])[C:16](=[O:18])[CH:17]=2)=[C:9]([F:25])[CH:8]=1.C[N+]1(C2N=C(OC)N=C(OC)N=2)CCOCC1.[Cl-]. Product: [Br:6][C:7]1[CH:24]=[CH:23][C:10]([NH:11][C:12]2[C:13]([C:20]([NH:1][O:2][CH2:3][CH2:4][OH:5])=[O:21])=[CH:14][N:15]([CH3:19])[C:16](=[O:18])[CH:17]=2)=[C:9]([F:25])[CH:8]=1. The catalyst class is: 5. (8) The catalyst class is: 11. Product: [CH:22]1([CH2:21][C@:10]([OH:9])([CH3:24])[C:11]([O:13][CH2:14][C:15]2[CH:20]=[CH:19][CH:18]=[CH:17][CH:16]=2)=[O:12])[CH2:4][CH2:23]1. Reactant: ClCI.[CH2:4]([Zn]CC)C.[OH:9][C@:10]([CH3:24])([CH2:21][CH:22]=[CH2:23])[C:11]([O:13][CH2:14][C:15]1[CH:20]=[CH:19][CH:18]=[CH:17][CH:16]=1)=[O:12]. (9) Reactant: [F:1][C:2]1[CH:7]=[CH:6][C:5]([CH:8]([OH:22])[CH:9]2[CH2:14][CH2:13][N:12]([C:15]([O:17][C:18]([CH3:21])([CH3:20])[CH3:19])=[O:16])[CH2:11][CH2:10]2)=[CH:4][C:3]=1[C:23](=[O:28])[C:24]([F:27])([F:26])[F:25].CC1(C)N([O])C(C)(C)CCC1.[K+].[Br-].C([O-])(O)=O.[Na+].[O-]Cl.[Na+]. Product: [F:1][C:2]1[CH:7]=[CH:6][C:5]([C:8]([CH:9]2[CH2:14][CH2:13][N:12]([C:15]([O:17][C:18]([CH3:20])([CH3:21])[CH3:19])=[O:16])[CH2:11][CH2:10]2)=[O:22])=[CH:4][C:3]=1[C:23](=[O:28])[C:24]([F:25])([F:26])[F:27]. The catalyst class is: 2. (10) Product: [CH:36]1([N:17]([C@@H:18]([C:20]2[CH:25]=[C:24]([CH2:26][CH2:27][CH2:28][NH:29][C:30]([O:32][CH3:33])=[O:31])[N:23]=[C:22]([O:34][CH3:35])[CH:21]=2)[CH3:19])[C:16]([C@@H:14]2[O:15][C@H:10]([CH2:9][OH:8])[CH2:11][N:12]([C:40]([O:42][C:43]([CH3:44])([CH3:46])[CH3:45])=[O:41])[CH2:13]2)=[O:39])[CH2:37][CH2:38]1. The catalyst class is: 29. Reactant: C([O:8][CH2:9][C@H:10]1[O:15][C@@H:14]([C:16](=[O:39])[N:17]([CH:36]2[CH2:38][CH2:37]2)[C@@H:18]([C:20]2[CH:25]=[C:24]([CH2:26][CH2:27][CH2:28][NH:29][C:30]([O:32][CH3:33])=[O:31])[N:23]=[C:22]([O:34][CH3:35])[CH:21]=2)[CH3:19])[CH2:13][N:12]([C:40]([O:42][C:43]([CH3:46])([CH3:45])[CH3:44])=[O:41])[CH2:11]1)C1C=CC=CC=1.